From a dataset of Catalyst prediction with 721,799 reactions and 888 catalyst types from USPTO. Predict which catalyst facilitates the given reaction. (1) Reactant: [NH2:1][C:2]1[CH:11]=[CH:10][CH:9]=[C:8]([Cl:12])[C:3]=1[C:4]([O:6][CH3:7])=[O:5].N1C=CC=CC=1.[Br:19][CH2:20][CH2:21][CH2:22][CH2:23][C:24](Cl)=[O:25]. Product: [Br:19][CH2:20][CH2:21][CH2:22][CH2:23][C:24]([NH:1][C:2]1[CH:11]=[CH:10][CH:9]=[C:8]([Cl:12])[C:3]=1[C:4]([O:6][CH3:7])=[O:5])=[O:25]. The catalyst class is: 7. (2) Reactant: [CH2:1]([C:3]([C:28]1[CH:33]=[CH:32][C:31]([OH:34])=[C:30]([CH3:35])[CH:29]=1)([C:6]1[CH:11]=[CH:10][C:9](/[CH:12]=[CH:13]/[C:14]([O:23][CH2:24][O:25][CH3:26])([C:19]([F:22])([F:21])[F:20])[C:15]([F:18])([F:17])[F:16])=[C:8]([CH3:27])[CH:7]=1)[CH2:4][CH3:5])[CH3:2].N1C=CC=CC=1.[O:42](S(C(F)(F)F)(=O)=O)[S:43]([C:46]([F:49])([F:48])[F:47])(=O)=[O:44].C(OCC)(=O)C. Product: [CH2:1]([C:3]([C:28]1[CH:33]=[CH:32][C:31]([O:34][S:43]([C:46]([F:49])([F:48])[F:47])(=[O:44])=[O:42])=[C:30]([CH3:35])[CH:29]=1)([C:6]1[CH:11]=[CH:10][C:9](/[CH:12]=[CH:13]/[C:14]([O:23][CH2:24][O:25][CH3:26])([C:19]([F:20])([F:21])[F:22])[C:15]([F:18])([F:17])[F:16])=[C:8]([CH3:27])[CH:7]=1)[CH2:4][CH3:5])[CH3:2]. The catalyst class is: 4. (3) Reactant: [CH3:1][O:2][C:3]([CH2:5][C@H:6]([NH2:10])[C:7]([OH:9])=O)=[O:4].Cl.[CH3:12]CN(CC)CC.[Si](Cl)(C)(C)C.[Br:24][C:25]1[CH:26]=[C:27]([CH:31]=[CH:32][C:33]=1[CH3:34])[C:28](Cl)=[O:29]. Product: [Br:24][C:25]1[CH:26]=[C:27]([CH:31]=[CH:32][C:33]=1[CH3:34])[C:28]([NH:10][CH:6]([C:7](=[O:9])[CH3:12])[CH2:5][C:3]([O:2][CH3:1])=[O:4])=[O:29]. The catalyst class is: 2. (4) Product: [Cl:13][C:8]1[CH:7]=[C:6]([CH2:5][C@H:4]([NH:14][C:15](=[O:24])[O:16][CH2:17][C:18]2[CH:23]=[CH:22][CH:21]=[CH:20][CH:19]=2)[C@H:3]2[CH2:2][O:25]2)[CH:11]=[C:10]([Cl:12])[CH:9]=1. Reactant: Br[CH2:2][C@@H:3]([OH:25])[C@@H:4]([NH:14][C:15](=[O:24])[O:16][CH2:17][C:18]1[CH:23]=[CH:22][CH:21]=[CH:20][CH:19]=1)[CH2:5][C:6]1[CH:11]=[C:10]([Cl:12])[CH:9]=[C:8]([Cl:13])[CH:7]=1.C([O-])([O-])=O.[K+].[K+]. The catalyst class is: 5. (5) Reactant: [OH-].[Na+].[CH2:3]([C:5]1[C:6]([C:19]2[CH:24]=[CH:23][CH:22]=[CH:21][CH:20]=2)=[N:7][C:8]2[C:13]([N:14]=1)=[CH:12][C:11]([C:15]([O:17]C)=[O:16])=[CH:10][CH:9]=2)[CH3:4]. Product: [CH2:3]([C:5]1[C:6]([C:19]2[CH:24]=[CH:23][CH:22]=[CH:21][CH:20]=2)=[N:7][C:8]2[C:13]([N:14]=1)=[CH:12][C:11]([C:15]([OH:17])=[O:16])=[CH:10][CH:9]=2)[CH3:4]. The catalyst class is: 5. (6) Reactant: [CH:1]12[O:8][CH:5]([CH2:6][CH2:7]1)[CH2:4][N:3]([C:9]1[C:10]3[CH2:18][O:17][C:16](=[O:19])[C:11]=3[N:12]=[C:13]([Cl:15])[N:14]=1)[CH2:2]2.[CH3:20][Mg]Br. Product: [CH:5]12[O:8][CH:1]([CH2:7][CH2:6]1)[CH2:2][N:3]([C:9]1[C:10]3[CH2:18][O:17][C:16]([CH3:20])([OH:19])[C:11]=3[N:12]=[C:13]([Cl:15])[N:14]=1)[CH2:4]2. The catalyst class is: 1. (7) Reactant: [C:1](#[N:10])[CH:2]([C:4]1[CH:9]=[CH:8][CH:7]=[CH:6][CH:5]=1)O.[CH:11]([N:13]1[CH2:18][CH2:17][NH:16][CH2:15][CH2:14]1)=[O:12]. The catalyst class is: 25. Product: [CH:11]([N:13]1[CH2:18][CH2:17][N:16]([CH:2]([C:4]2[CH:9]=[CH:8][CH:7]=[CH:6][CH:5]=2)[C:1]#[N:10])[CH2:15][CH2:14]1)=[O:12].